This data is from Forward reaction prediction with 1.9M reactions from USPTO patents (1976-2016). The task is: Predict the product of the given reaction. (1) Given the reactants CC(C)([O-])C.[K+].C(OC(=O)[CH2:11][CH2:12][N:13]1[CH2:18][CH2:17][CH2:16][CH:15]([C:19]([O:21]CC)=O)[CH2:14]1)C, predict the reaction product. The product is: [N:13]12[CH2:14][CH:15]([CH2:16][CH2:17][CH2:18]1)[C:19](=[O:21])[CH2:11][CH2:12]2. (2) Given the reactants [CH2:1]=[CH:2][C:3]1[CH:8]=[CH:7][CH:6]=[CH:5][CH:4]=1.[C:9](#[N:12])[CH:10]=[CH2:11], predict the reaction product. The product is: [CH2:1]=[CH:2][C:3]1[CH:8]=[CH:7][CH:6]=[CH:5][CH:4]=1.[C:9](#[N:12])[CH:10]=[CH2:11]. (3) The product is: [CH3:8][C:7]([CH3:10])([CH3:9])[CH2:6][C:3]1[CH:1]=[N:12][NH:13][C:4]=1[NH2:5]. Given the reactants [CH:1]([CH:3]([CH2:6][C:7]([CH3:10])([CH3:9])[CH3:8])[C:4]#[N:5])=O.O.[NH2:12][NH2:13], predict the reaction product.